This data is from Peptide-MHC class I binding affinity with 185,985 pairs from IEDB/IMGT. The task is: Regression. Given a peptide amino acid sequence and an MHC pseudo amino acid sequence, predict their binding affinity value. This is MHC class I binding data. (1) The peptide sequence is DVHIPKFKVT. The MHC is HLA-A02:01 with pseudo-sequence HLA-A02:01. The binding affinity (normalized) is 0.0258. (2) The peptide sequence is YMDDVVLGA. The MHC is HLA-A02:06 with pseudo-sequence HLA-A02:06. The binding affinity (normalized) is 0.241.